Dataset: Catalyst prediction with 721,799 reactions and 888 catalyst types from USPTO. Task: Predict which catalyst facilitates the given reaction. (1) Reactant: [OH:1][C@@H:2]([C:9]1[CH:14]=[CH:13][C:12]([N+:15]([O-:17])=[O:16])=[CH:11][CH:10]=1)[CH2:3][NH:4][CH2:5][CH2:6][CH2:7][OH:8].[C:18](O[C:18]([O:20][C:21]([CH3:24])([CH3:23])[CH3:22])=[O:19])([O:20][C:21]([CH3:24])([CH3:23])[CH3:22])=[O:19]. Product: [OH:1][C@@H:2]([C:9]1[CH:10]=[CH:11][C:12]([N+:15]([O-:17])=[O:16])=[CH:13][CH:14]=1)[CH2:3][N:4]([CH2:5][CH2:6][CH2:7][OH:8])[C:18](=[O:19])[O:20][C:21]([CH3:24])([CH3:23])[CH3:22]. The catalyst class is: 4. (2) The catalyst class is: 9. Product: [Br:35][CH2:36][CH2:37][CH2:38][O:19][C:16]1[CH:17]=[C:18]2[C:13](=[CH:14][C:15]=1[O:20][CH3:21])[N:12]=[CH:11][N:10]=[C:9]2[O:8][C:6]1[CH:5]=[CH:4][C:3]([NH:22][C:23]([NH:25][CH2:26][CH2:27][CH3:28])=[O:24])=[C:2]([Cl:1])[CH:7]=1. Reactant: [Cl:1][C:2]1[CH:7]=[C:6]([O:8][C:9]2[C:18]3[C:13](=[CH:14][C:15]([O:20][CH3:21])=[C:16]([OH:19])[CH:17]=3)[N:12]=[CH:11][N:10]=2)[CH:5]=[CH:4][C:3]=1[NH:22][C:23]([NH:25][CH2:26][CH2:27][CH3:28])=[O:24].C(=O)([O-])[O-].[K+].[K+].[Br:35][CH2:36][CH2:37][CH2:38]Br. (3) Reactant: [C:1]([O:5][C:6]([NH:8][C@@H:9]([C:19]([OH:21])=O)[CH2:10][C:11]1[CH:16]=[CH:15][C:14]([O:17][CH3:18])=[CH:13][CH:12]=1)=[O:7])([CH3:4])([CH3:3])[CH3:2].CCN(C(C)C)C(C)C.Cl.[CH3:32][O:33][C:34]1[CH:35]=[C:36]([C:42]2[C@@H:51]3[C@@H:46]([CH2:47][CH2:48][CH2:49][CH2:50]3)[C:45](=[O:52])[N:44]([CH:53]3[CH2:58][CH2:57][NH:56][CH2:55][CH2:54]3)[N:43]=2)[CH:37]=[CH:38][C:39]=1[O:40][CH3:41].CCOC(C(C#N)=NOC(N1CCOCC1)=[N+](C)C)=O.F[P-](F)(F)(F)(F)F.C(=O)(O)[O-].[Na+]. Product: [CH3:32][O:33][C:34]1[CH:35]=[C:36]([C:42]2[C@@H:51]3[C@@H:46]([CH2:47][CH2:48][CH2:49][CH2:50]3)[C:45](=[O:52])[N:44]([CH:53]3[CH2:54][CH2:55][N:56]([C:19](=[O:21])[C@H:9]([NH:8][C:6](=[O:7])[O:5][C:1]([CH3:2])([CH3:3])[CH3:4])[CH2:10][C:11]4[CH:12]=[CH:13][C:14]([O:17][CH3:18])=[CH:15][CH:16]=4)[CH2:57][CH2:58]3)[N:43]=2)[CH:37]=[CH:38][C:39]=1[O:40][CH3:41]. The catalyst class is: 2.